Task: Predict the reactants needed to synthesize the given product.. Dataset: Full USPTO retrosynthesis dataset with 1.9M reactions from patents (1976-2016) (1) Given the product [Cl:14][C:10]1[N:9]=[C:8]([C:6]2[N:5]=[C:4]([NH:15][CH:16]([CH3:18])[CH3:17])[N:3]=[C:2]([NH:19][C:20]3[CH:21]=[C:22]([CH:27]=[CH:28][CH:29]=3)[C:23]([O:25][CH3:26])=[O:24])[N:7]=2)[CH:13]=[CH:12][CH:11]=1, predict the reactants needed to synthesize it. The reactants are: Cl[C:2]1[N:7]=[C:6]([C:8]2[CH:13]=[CH:12][CH:11]=[C:10]([Cl:14])[N:9]=2)[N:5]=[C:4]([NH:15][CH:16]([CH3:18])[CH3:17])[N:3]=1.[NH2:19][C:20]1[CH:21]=[C:22]([CH:27]=[CH:28][CH:29]=1)[C:23]([O:25][CH3:26])=[O:24].C([O-])([O-])=O.[Cs+].[Cs+].C1C=CC(P(C2C(C3C(P(C4C=CC=CC=4)C4C=CC=CC=4)=CC=C4C=3C=CC=C4)=C3C(C=CC=C3)=CC=2)C2C=CC=CC=2)=CC=1. (2) Given the product [F:26][C:4]([F:3])([F:25])[C:5]1[CH:10]=[CH:9][C:8]([C:11]2[N:15]3[CH:16]=[C:17]([C:20]([OH:22])=[O:21])[N:18]=[CH:19][C:14]3=[N:13][CH:12]=2)=[CH:7][CH:6]=1, predict the reactants needed to synthesize it. The reactants are: [OH-].[Na+].[F:3][C:4]([F:26])([F:25])[C:5]1[CH:10]=[CH:9][C:8]([C:11]2[N:15]3[CH:16]=[C:17]([C:20]([O:22]CC)=[O:21])[N:18]=[CH:19][C:14]3=[N:13][CH:12]=2)=[CH:7][CH:6]=1.FC(F)(F)C1C=CC(C2N3C=C(C(OC)=O)N=CC3=NC=2)=CC=1.O1CCCC1. (3) Given the product [O:26]1[C:30]2[CH:31]=[CH:32][C:33]([C:6]3[C:18]4[CH2:17][O:16][C:15](=[O:19])[C:14]=4[C:13]([O:20][CH3:21])=[C:12]4[C:7]=3[CH:8]=[C:9]([O:24][CH3:25])[C:10]([O:22][CH3:23])=[CH:11]4)=[CH:34][C:29]=2[O:28][CH2:27]1, predict the reactants needed to synthesize it. The reactants are: CS(O[C:6]1[C:18]2[CH2:17][O:16][C:15](=[O:19])[C:14]=2[C:13]([O:20][CH3:21])=[C:12]2[C:7]=1[CH:8]=[C:9]([O:24][CH3:25])[C:10]([O:22][CH3:23])=[CH:11]2)(=O)=O.[O:26]1[C:30]2[CH:31]=[CH:32][C:33]([B-](F)(F)F)=[CH:34][C:29]=2[O:28][CH2:27]1.[K+].C1(P(C2CCCCC2)C2CCCCC2)CCCCC1.C(=O)([O-])[O-].[Cs+].[Cs+].[Cl-].[NH4+]. (4) Given the product [CH2:14]([C:8]([CH2:1][C:2]1[CH:3]=[CH:4][CH:5]=[CH:6][CH:7]=1)([CH2:9][O:10][Si:22]([CH3:24])([CH3:23])[CH3:21])[CH2:11][O:12][CH3:13])[C:15]1[CH:20]=[CH:19][CH:18]=[CH:17][CH:16]=1, predict the reactants needed to synthesize it. The reactants are: [CH2:1]([C:8]([CH2:14][C:15]1[CH:20]=[CH:19][CH:18]=[CH:17][CH:16]=1)([CH2:11][O:12][CH3:13])[CH2:9][OH:10])[C:2]1[CH:7]=[CH:6][CH:5]=[CH:4][CH:3]=1.[CH3:21][Si:22](Cl)([CH3:24])[CH3:23]. (5) Given the product [C:15]([CH2:14][CH:13]([N:11]1[CH:12]=[C:8]([C:6]2[CH:5]=[CH:4][N:3]=[C:2]([NH:23][C:24]3[CH:32]=[CH:31][C:27]([C:28]([OH:30])=[O:29])=[CH:26][CH:25]=3)[N:7]=2)[CH:9]=[N:10]1)[CH:17]1[CH2:22][CH2:21][O:20][CH2:19][CH2:18]1)#[N:16], predict the reactants needed to synthesize it. The reactants are: Cl[C:2]1[N:7]=[C:6]([C:8]2[CH:9]=[N:10][N:11]([CH:13]([CH:17]3[CH2:22][CH2:21][O:20][CH2:19][CH2:18]3)[CH2:14][C:15]#[N:16])[CH:12]=2)[CH:5]=[CH:4][N:3]=1.[NH2:23][C:24]1[CH:32]=[CH:31][C:27]([C:28]([OH:30])=[O:29])=[CH:26][CH:25]=1.C1(C)C=CC(S(O)(=O)=O)=CC=1.O1CCOCC1. (6) Given the product [Br:12][C:13]1[CH:18]=[CH:17][C:16]([O:19][CH2:20][CH:21]([F:22])[F:23])=[C:15]([CH:14]=1)[CH2:24][CH:2]([C:1]([O:8][CH3:9])=[O:7])[C:3]([O:5][CH3:6])=[O:4], predict the reactants needed to synthesize it. The reactants are: [C:1]([O:8][CH3:9])(=[O:7])[CH2:2][C:3]([O:5][CH3:6])=[O:4].[H-].[Na+].[Br:12][C:13]1[CH:18]=[CH:17][C:16]([O:19][CH2:20][CH:21]([F:23])[F:22])=[C:15]([CH2:24]I)[CH:14]=1. (7) Given the product [CH3:1][O:2][C@H:3]([C@@H:14]([CH3:20])[C@@H:15]([O:18][CH3:19])[C:16]#[CH:23])[C@@H:4]([CH3:13])[CH2:5][O:6][C:7](=[O:12])[C:8]([CH3:9])([CH3:10])[CH3:11], predict the reactants needed to synthesize it. The reactants are: [CH3:1][O:2][C@H:3]([C@@H:14]([CH3:20])[C@@H:15]([O:18][CH3:19])[CH:16]=O)[C@@H:4]([CH3:13])[CH2:5][O:6][C:7](=[O:12])[C:8]([CH3:11])([CH3:10])[CH3:9].[N+](=[C:23](P(=O)(OCC)OCC)C(=O)C)=[N-].C(=O)([O-])[O-].[K+].[K+]. (8) Given the product [OH:28][CH:2]([OH:26])[C:1]([C:4]1[CH:13]=[CH:12][C:11]([O:14][CH2:15][C:16]2[CH:17]=[CH:18][C:19]([O:22][CH3:23])=[CH:20][CH:21]=2)=[C:10]2[C:5]=1[CH:6]=[CH:7][C:8](=[O:24])[NH:9]2)=[O:3], predict the reactants needed to synthesize it. The reactants are: [C:1]([C:4]1[CH:13]=[CH:12][C:11]([O:14][CH2:15][C:16]2[CH:21]=[CH:20][C:19]([O:22][CH3:23])=[CH:18][CH:17]=2)=[C:10]2[C:5]=1[CH:6]=[CH:7][C:8](=[O:24])[NH:9]2)(=[O:3])[CH3:2].[Se](=O)=[O:26].[OH2:28]. (9) Given the product [N:1]([CH2:4][CH2:5][O:6][CH2:7][CH2:8][O:9][CH2:10][CH2:11][O:12][CH2:13][CH2:14][NH:15][S:16]([C:19]1[CH:41]=[CH:40][C:22]([O:23][C:24]2[C:29]([F:30])=[CH:28][C:27](/[CH:31]=[C:32](\[CH3:38])/[C:33]([N:42]=[C:43]([NH2:45])[NH2:44])=[O:35])=[CH:26][C:25]=2[F:39])=[CH:21][CH:20]=1)(=[O:18])=[O:17])=[N+:2]=[N-:3], predict the reactants needed to synthesize it. The reactants are: [N:1]([CH2:4][CH2:5][O:6][CH2:7][CH2:8][O:9][CH2:10][CH2:11][O:12][CH2:13][CH2:14][NH:15][S:16]([C:19]1[CH:41]=[CH:40][C:22]([O:23][C:24]2[C:29]([F:30])=[CH:28][C:27](/[CH:31]=[C:32](\[CH3:38])/[C:33]([O:35]CC)=O)=[CH:26][C:25]=2[F:39])=[CH:21][CH:20]=1)(=[O:18])=[O:17])=[N+:2]=[N-:3].[NH2:42][C:43]([NH2:45])=[NH:44].CO.